This data is from NCI-60 drug combinations with 297,098 pairs across 59 cell lines. The task is: Regression. Given two drug SMILES strings and cell line genomic features, predict the synergy score measuring deviation from expected non-interaction effect. (1) Drug 2: CCC1(CC2CC(C3=C(CCN(C2)C1)C4=CC=CC=C4N3)(C5=C(C=C6C(=C5)C78CCN9C7C(C=CC9)(C(C(C8N6C)(C(=O)OC)O)OC(=O)C)CC)OC)C(=O)OC)O.OS(=O)(=O)O. Synergy scores: CSS=28.1, Synergy_ZIP=-9.28, Synergy_Bliss=-0.883, Synergy_Loewe=1.56, Synergy_HSA=1.92. Cell line: UO-31. Drug 1: C1=CC(=C2C(=C1NCCNCCO)C(=O)C3=C(C=CC(=C3C2=O)O)O)NCCNCCO. (2) Drug 1: C1=NC2=C(N=C(N=C2N1C3C(C(C(O3)CO)O)O)F)N. Drug 2: CC1C(C(CC(O1)OC2CC(OC(C2O)C)OC3=CC4=CC5=C(C(=O)C(C(C5)C(C(=O)C(C(C)O)O)OC)OC6CC(C(C(O6)C)O)OC7CC(C(C(O7)C)O)OC8CC(C(C(O8)C)O)(C)O)C(=C4C(=C3C)O)O)O)O. Cell line: A549. Synergy scores: CSS=42.0, Synergy_ZIP=1.57, Synergy_Bliss=0.403, Synergy_Loewe=-32.2, Synergy_HSA=-0.694. (3) Drug 1: COC1=C(C=C2C(=C1)N=CN=C2NC3=CC(=C(C=C3)F)Cl)OCCCN4CCOCC4. Drug 2: CC1=C(C=C(C=C1)NC(=O)C2=CC=C(C=C2)CN3CCN(CC3)C)NC4=NC=CC(=N4)C5=CN=CC=C5. Cell line: MDA-MB-231. Synergy scores: CSS=17.1, Synergy_ZIP=0.621, Synergy_Bliss=1.97, Synergy_Loewe=0.539, Synergy_HSA=3.03. (4) Drug 1: C1=CN(C(=O)N=C1N)C2C(C(C(O2)CO)O)O.Cl. Drug 2: C1CN1C2=NC(=NC(=N2)N3CC3)N4CC4. Cell line: SNB-75. Synergy scores: CSS=17.9, Synergy_ZIP=-1.81, Synergy_Bliss=-1.69, Synergy_Loewe=-5.75, Synergy_HSA=-0.910. (5) Drug 1: CC1=C(C=C(C=C1)NC2=NC=CC(=N2)N(C)C3=CC4=NN(C(=C4C=C3)C)C)S(=O)(=O)N.Cl. Drug 2: C1CC(=O)NC(=O)C1N2CC3=C(C2=O)C=CC=C3N. Cell line: SK-MEL-2. Synergy scores: CSS=-2.04, Synergy_ZIP=1.16, Synergy_Bliss=-1.28, Synergy_Loewe=-4.04, Synergy_HSA=-4.80. (6) Drug 2: CC12CCC3C(C1CCC2O)C(CC4=C3C=CC(=C4)O)CCCCCCCCCS(=O)CCCC(C(F)(F)F)(F)F. Synergy scores: CSS=2.77, Synergy_ZIP=-0.216, Synergy_Bliss=2.44, Synergy_Loewe=4.49, Synergy_HSA=1.77. Drug 1: C1=CC(=CC=C1C#N)C(C2=CC=C(C=C2)C#N)N3C=NC=N3. Cell line: NCI-H226. (7) Drug 1: CCCS(=O)(=O)NC1=C(C(=C(C=C1)F)C(=O)C2=CNC3=C2C=C(C=N3)C4=CC=C(C=C4)Cl)F. Drug 2: CS(=O)(=O)OCCCCOS(=O)(=O)C. Cell line: PC-3. Synergy scores: CSS=4.10, Synergy_ZIP=-1.24, Synergy_Bliss=-3.61, Synergy_Loewe=-4.81, Synergy_HSA=-4.97. (8) Drug 1: C1=CN(C(=O)N=C1N)C2C(C(C(O2)CO)O)O.Cl. Drug 2: CNC(=O)C1=NC=CC(=C1)OC2=CC=C(C=C2)NC(=O)NC3=CC(=C(C=C3)Cl)C(F)(F)F. Cell line: OVCAR-5. Synergy scores: CSS=28.1, Synergy_ZIP=-0.129, Synergy_Bliss=-2.15, Synergy_Loewe=-29.2, Synergy_HSA=-3.68. (9) Drug 1: CCCS(=O)(=O)NC1=C(C(=C(C=C1)F)C(=O)C2=CNC3=C2C=C(C=N3)C4=CC=C(C=C4)Cl)F. Cell line: RPMI-8226. Synergy scores: CSS=8.32, Synergy_ZIP=2.18, Synergy_Bliss=6.87, Synergy_Loewe=-0.837, Synergy_HSA=0.932. Drug 2: CN(C)N=NC1=C(NC=N1)C(=O)N. (10) Drug 1: CN(CCCl)CCCl.Cl. Drug 2: CC1=C(C(=O)C2=C(C1=O)N3CC4C(C3(C2COC(=O)N)OC)N4)N. Cell line: SNB-75. Synergy scores: CSS=25.7, Synergy_ZIP=-9.55, Synergy_Bliss=-0.337, Synergy_Loewe=-9.95, Synergy_HSA=1.81.